The task is: Predict the reaction yield, written as a fraction of the theoretical maximum amount of product (1.0 means a 100% yield; for example, 0.34 means a 34% yield).. This data is from Reaction yield outcomes from USPTO patents with 853,638 reactions. (1) The reactants are [CH3:1][O:2][C:3]1[C:8]2[CH2:9][CH2:10][CH:11]([N:14]3[CH2:19][CH2:18][O:17][CH2:16][CH2:15]3)[CH2:12][CH2:13][C:7]=2[CH:6]=[CH:5][C:4]=1[N+:20]([O-])=O.C(O)C.[H][H]. The catalyst is [Pd]. The product is [CH3:1][O:2][C:3]1[C:8]2[CH2:9][CH2:10][CH:11]([N:14]3[CH2:19][CH2:18][O:17][CH2:16][CH2:15]3)[CH2:12][CH2:13][C:7]=2[CH:6]=[CH:5][C:4]=1[NH2:20]. The yield is 0.970. (2) The reactants are [N+:1]([C:4]1[CH:5]=[C:6]([NH2:11])[C:7]([NH2:10])=[CH:8][CH:9]=1)([O-:3])=[O:2].CI.[C:14](=O)([O-])[O-].[Na+].[Na+]. The catalyst is CN(C=O)C. The product is [CH3:14][NH:11][C:6]1[C:7]([NH2:10])=[CH:8][CH:9]=[C:4]([N+:1]([O-:3])=[O:2])[CH:5]=1. The yield is 0.610. (3) The reactants are [N+:1]([O-:4])(O)=[O:2].S(=O)(=O)(O)O.[C:10]([NH:13][C:14]1[CH:21]=[CH:20][C:17]([CH:18]=[O:19])=[CH:16][CH:15]=1)(=[O:12])[CH3:11]. No catalyst specified. The product is [C:10]([NH:13][C:14]1[CH:21]=[CH:20][C:17]([CH:18]=[O:19])=[CH:16][C:15]=1[N+:1]([O-:4])=[O:2])(=[O:12])[CH3:11]. The yield is 0.640. (4) The reactants are [OH:1][C:2]1[CH:13]=[CH:12][C:5]2[C:6]([C:9](O)=O)=[CH:7][O:8][C:4]=2[CH:3]=1.[CH3:14][O-:15].[Na+].[H][H].C[OH:20]. No catalyst specified. The product is [OH:1][C:2]1[CH:13]=[CH:12][C:5]2[CH:6]([CH2:9][C:14]([OH:20])=[O:15])[CH2:7][O:8][C:4]=2[CH:3]=1. The yield is 0.985. (5) The reactants are Cl[C:2]1[C:3]([NH:12][S:13]([C:16]2[CH:21]=[CH:20][CH:19]=[CH:18][CH:17]=2)(=[O:15])=[O:14])=[N:4][C:5]2[C:10]([N:11]=1)=[CH:9][CH:8]=[CH:7][CH:6]=2.[F:22][C:23]1[CH:29]=[CH:28][C:26]([NH2:27])=[CH:25][CH:24]=1.CC(N(C)C)=O. The catalyst is CO. The product is [F:22][C:23]1[CH:29]=[CH:28][C:26]([NH:27][C:2]2[C:3]([NH:12][S:13]([C:16]3[CH:21]=[CH:20][CH:19]=[CH:18][CH:17]=3)(=[O:15])=[O:14])=[N:4][C:5]3[C:10]([N:11]=2)=[CH:9][CH:8]=[CH:7][CH:6]=3)=[CH:25][CH:24]=1. The yield is 0.620. (6) The reactants are [I:1][C:2]1[CH:7]=[CH:6][C:5]([CH3:8])=[C:4]([N+:9]([O-:11])=[O:10])[CH:3]=1.[O-:12][Mn](=O)(=O)=O.[K+].[OH2:18]. No catalyst specified. The product is [I:1][C:2]1[CH:7]=[CH:6][C:5]([C:8]([OH:12])=[O:18])=[C:4]([N+:9]([O-:11])=[O:10])[CH:3]=1. The yield is 0.200.